This data is from NCI-60 drug combinations with 297,098 pairs across 59 cell lines. The task is: Regression. Given two drug SMILES strings and cell line genomic features, predict the synergy score measuring deviation from expected non-interaction effect. (1) Drug 1: COC1=CC(=CC(=C1O)OC)C2C3C(COC3=O)C(C4=CC5=C(C=C24)OCO5)OC6C(C(C7C(O6)COC(O7)C8=CC=CS8)O)O. Drug 2: C(=O)(N)NO. Cell line: SR. Synergy scores: CSS=89.0, Synergy_ZIP=14.5, Synergy_Bliss=14.1, Synergy_Loewe=2.74, Synergy_HSA=15.3. (2) Drug 1: CC(C1=C(C=CC(=C1Cl)F)Cl)OC2=C(N=CC(=C2)C3=CN(N=C3)C4CCNCC4)N. Drug 2: CC12CCC(CC1=CCC3C2CCC4(C3CC=C4C5=CN=CC=C5)C)O. Cell line: HOP-92. Synergy scores: CSS=10.1, Synergy_ZIP=-0.872, Synergy_Bliss=2.09, Synergy_Loewe=0.716, Synergy_HSA=1.88. (3) Drug 1: COC1=C(C=C2C(=C1)N=CN=C2NC3=CC(=C(C=C3)F)Cl)OCCCN4CCOCC4. Drug 2: B(C(CC(C)C)NC(=O)C(CC1=CC=CC=C1)NC(=O)C2=NC=CN=C2)(O)O. Cell line: HOP-92. Synergy scores: CSS=17.1, Synergy_ZIP=-7.91, Synergy_Bliss=-6.84, Synergy_Loewe=-3.40, Synergy_HSA=-3.68. (4) Drug 1: CC1C(C(CC(O1)OC2CC(CC3=C2C(=C4C(=C3O)C(=O)C5=C(C4=O)C(=CC=C5)OC)O)(C(=O)C)O)N)O.Cl. Drug 2: CN1C2=C(C=C(C=C2)N(CCCl)CCCl)N=C1CCCC(=O)O.Cl. Cell line: HCC-2998. Synergy scores: CSS=18.3, Synergy_ZIP=-0.484, Synergy_Bliss=4.72, Synergy_Loewe=-6.32, Synergy_HSA=2.30.